The task is: Binary Classification. Given a drug SMILES string, predict its activity (active/inactive) in a high-throughput screening assay against a specified biological target.. This data is from KCNQ2 potassium channel screen with 302,405 compounds. The result is 0 (inactive). The molecule is S1(=O)(=O)N(C(=CC(=N1)c1occc1)C(=O)Nc1c(F)cc(F)cc1)C.